This data is from Peptide-MHC class II binding affinity with 134,281 pairs from IEDB. The task is: Regression. Given a peptide amino acid sequence and an MHC pseudo amino acid sequence, predict their binding affinity value. This is MHC class II binding data. (1) The peptide sequence is YNKFLANVSTVLTGK. The MHC is DRB1_0802 with pseudo-sequence DRB1_0802. The binding affinity (normalized) is 0.963. (2) The MHC is DRB1_0401 with pseudo-sequence DRB1_0401. The peptide sequence is TLYLQMNSLRAEDTA. The binding affinity (normalized) is 1.00. (3) The peptide sequence is LDEVYNAAYNAADHA. The MHC is HLA-DPA10201-DPB10101 with pseudo-sequence HLA-DPA10201-DPB10101. The binding affinity (normalized) is 0.193. (4) The peptide sequence is AVKPAAEEVKVIPAG. The MHC is HLA-DPA10201-DPB11401 with pseudo-sequence HLA-DPA10201-DPB11401. The binding affinity (normalized) is 0.292. (5) The peptide sequence is KCPSTGEAHLAEENE. The binding affinity (normalized) is 0.0982. The MHC is DRB5_0101 with pseudo-sequence DRB5_0101. (6) The peptide sequence is IGGPVSSHNHIPGYK. The MHC is DRB5_0101 with pseudo-sequence DRB5_0101. The binding affinity (normalized) is 0.427.